Dataset: Forward reaction prediction with 1.9M reactions from USPTO patents (1976-2016). Task: Predict the product of the given reaction. (1) Given the reactants Cl.[CH3:2][C:3]1([CH3:21])[CH2:7][C:6]2[C:8]([CH3:20])=[C:9]([N:14]3[CH2:19][CH2:18][NH:17][CH2:16][CH2:15]3)[C:10]([CH3:13])=[C:11]([CH3:12])[C:5]=2[O:4]1.Br[C:23]1[CH:28]=[CH:27][C:26]([F:29])=[C:25]([O:30][CH3:31])[CH:24]=1, predict the reaction product. The product is: [F:29][C:26]1[CH:27]=[CH:28][C:23]([N:17]2[CH2:16][CH2:15][N:14]([C:9]3[C:10]([CH3:13])=[C:11]([CH3:12])[C:5]4[O:4][C:3]([CH3:21])([CH3:2])[CH2:7][C:6]=4[C:8]=3[CH3:20])[CH2:19][CH2:18]2)=[CH:24][C:25]=1[O:30][CH3:31]. (2) The product is: [C:1]([NH:4][C@:5]1([C@@H:60]([CH2:62][CH3:63])[CH3:61])[CH2:9][CH2:8][N:7]([C@@H:10]([CH2:51][CH2:52][C:142]2[CH:147]=[CH:146][CH:145]=[CH:144][CH:143]=2)[C:11]([NH:13][C@@H:14]([CH2:42][C:43]2[CH:48]=[C:47]([F:49])[CH:46]=[C:45]([F:50])[CH:44]=2)[C@H:15]([OH:16])[C@H:17]2[CH2:21][C@@H:20]([O:22][C:86]3[CH:87]=[N:88][CH:89]=[CH:90][CH:91]=3)[CH2:19][NH:18]2)=[O:12])[C:6]1=[O:59])(=[O:3])[CH3:2]. Given the reactants [C:1]([NH:4][C@:5]1([C@@H:60]([CH2:62][CH3:63])[CH3:61])[CH2:9][CH2:8][N:7]([C@@H:10]([CH2:51][CH2:52]C2C=CC=CC=2)[C:11]([NH:13][C@@H:14]([CH2:42][C:43]2[CH:48]=[C:47]([F:49])[CH:46]=[C:45]([F:50])[CH:44]=2)[C@@H:15]([C@H:17]2[CH2:21][C@H:20]([O:22]C3C=CC=CN=3)[CH2:19][N:18]2C(C2C=CC=CC=2)C2C=CC=CC=2)[OH:16])=[O:12])[C:6]1=[O:59])(=[O:3])[CH3:2].C(N[C@]1([C@@H](CC)C)CCN([C@@H](CCC2C=CC=CC=2)C(N[C@@H](CC2C=C(F)C=C(F)C=2)[C@@H]([C@H]2C[C@@H](O[C:86]3[CH:87]=[N:88][CH:89]=[CH:90][CH:91]=3)CN2C(C2C=CC=CC=2)C2C=CC=CC=2)O)=O)C1=O)(=O)C.C(N[C@]1([C@@H](CC)C)CCN([C@@H](CC[C:142]2[CH:147]=[CH:146][CH:145]=[CH:144][CH:143]=2)C(O)=O)C1=O)(=O)C.CN(C(ON1N=NC2C=CC=NC1=2)=[N+](C)C)C.F[P-](F)(F)(F)(F)F.N[C@@H](CC1C=C(F)C=C(F)C=1)[C@@H]([C@H]1C[C@H](OC2C=CC=CN=2)CN1C(C1C=CC=CC=1)C1C=CC=CC=1)O.CN1CCOCC1, predict the reaction product. (3) The product is: [Br:16][C:17]1[C:26]([OH:27])=[CH:25][C:24]2[C:23]([CH3:30])([CH3:29])[CH2:22][CH:21]=[C:20]([C:31]([CH3:33])([CH3:32])[CH3:34])[C:19]=2[CH:18]=1. Given the reactants BrC1C(O)=CC2C(C)(C)CC=C(C)C=2C=1.[Br:16][C:17]1[CH:18]=[C:19]2[C:24](=[CH:25][C:26]=1[O:27]C)[C:23]([CH3:30])([CH3:29])[CH2:22][CH:21]=[C:20]2[C:31]([CH3:34])([CH3:33])[CH3:32], predict the reaction product. (4) Given the reactants C(OC1C=C(OC)[C:7]([CH2:8][N:9](CCCOC)[C:10]([C:12]2[CH:17]=[CH:16][C:15]([C:18]3[CH:23]=[CH:22][CH:21]=[C:20]([NH:24][S:25]([C:28]4[CH:33]=[C:32]([CH3:34])[C:31]([Cl:35])=[CH:30][C:29]=4[CH3:36])(=[O:27])=[O:26])[CH:19]=3)=[CH:14][CH:13]=2)=[O:11])=[C:6]([O:46][CH3:47])C=1)C.C(O)(C(F)(F)F)=O, predict the reaction product. The product is: [CH3:47][O:46][CH2:6][CH2:7][CH2:8][NH:9][C:10]([C:12]1[CH:17]=[CH:16][C:15]([C:18]2[CH:23]=[CH:22][CH:21]=[C:20]([NH:24][S:25]([C:28]3[CH:33]=[C:32]([CH3:34])[C:31]([Cl:35])=[CH:30][C:29]=3[CH3:36])(=[O:27])=[O:26])[CH:19]=2)=[CH:14][CH:13]=1)=[O:11].